Dataset: Forward reaction prediction with 1.9M reactions from USPTO patents (1976-2016). Task: Predict the product of the given reaction. Given the reactants [CH3:1][C@@H:2]1[CH2:7][NH:6][CH2:5][CH2:4][NH:3]1.[CH2:8](Cl)[C:9]1[CH:14]=[CH:13][CH:12]=[CH:11][CH:10]=1.C(=O)([O-])[O-].[K+].[K+], predict the reaction product. The product is: [CH2:8]([N:6]1[CH2:5][CH2:4][NH:3][C@H:2]([CH3:1])[CH2:7]1)[C:9]1[CH:14]=[CH:13][CH:12]=[CH:11][CH:10]=1.